This data is from Full USPTO retrosynthesis dataset with 1.9M reactions from patents (1976-2016). The task is: Predict the reactants needed to synthesize the given product. (1) Given the product [ClH:21].[F:1][CH:2]([F:18])[O:3][C:4]1[CH:5]=[C:6]([CH:14]([OH:17])[C:15](=[NH:16])[O:20][CH3:19])[CH:7]=[CH:8][C:9]=1[O:10][CH:11]([F:12])[F:13], predict the reactants needed to synthesize it. The reactants are: [F:1][CH:2]([F:18])[O:3][C:4]1[CH:5]=[C:6]([CH:14]([OH:17])[C:15]#[N:16])[CH:7]=[CH:8][C:9]=1[O:10][CH:11]([F:13])[F:12].[CH3:19][OH:20].[ClH:21]. (2) Given the product [C:1]([NH:11][C@H:12]([C:16]([O:18][C@@H:19]([CH3:32])[C:20]([OH:22])=[O:21])=[O:17])[CH:13]([CH3:14])[CH3:15])([O:3][CH2:4][C:5]1[CH:10]=[CH:9][CH:8]=[CH:7][CH:6]=1)=[O:2], predict the reactants needed to synthesize it. The reactants are: [C:1]([NH:11][C@H:12]([C:16]([O:18][C@@H:19]([CH3:32])[C:20]([O:22]CC1C=CC(OC)=CC=1)=[O:21])=[O:17])[CH:13]([CH3:15])[CH3:14])([O:3][CH2:4][C:5]1[CH:10]=[CH:9][CH:8]=[CH:7][CH:6]=1)=[O:2].FC(F)(F)C(O)=O.C1CCC(N=C=NC2CCCCC2)CC1.CN(C1C=CN=CC=1)C. (3) Given the product [NH2:19][C:13]1[C:12]2[N:20]=[C:9]([CH2:8][OH:7])[N:10]([NH:21][CH:22]([CH2:27][CH2:26][Br:2])[CH2:23][CH2:24][OH:25])[C:11]=2[C:16]([CH3:17])=[C:15]([CH3:18])[N:14]=1, predict the reactants needed to synthesize it. The reactants are: B(Br)(Br)[Br:2].C([O:7][CH2:8][C:9]1[N:10]([NH:21][CH:22]2[CH2:27][CH2:26][O:25][CH2:24][CH2:23]2)[C:11]2[C:16]([CH3:17])=[C:15]([CH3:18])[N:14]=[C:13]([NH2:19])[C:12]=2[N:20]=1)C. (4) Given the product [C:4]([O:8][C:9]([N:11]1[CH2:16][CH2:15][C@@H:14]([S:2][CH3:1])[C@H:13]([F:28])[CH2:12]1)=[O:10])([CH3:5])([CH3:6])[CH3:7], predict the reactants needed to synthesize it. The reactants are: [CH3:1][S-:2].[Na+].[C:4]([O:8][C:9]([N:11]1[CH2:16][CH2:15][C@H:14](OS(C2C=CC(C)=CC=2)(=O)=O)[C@H:13]([F:28])[CH2:12]1)=[O:10])([CH3:7])([CH3:6])[CH3:5]. (5) Given the product [C:13]([CH2:17][C:18]([O-:20])=[O:19])(=[O:16])[CH2:14][CH3:15].[Ag+:25], predict the reactants needed to synthesize it. The reactants are: N(CCO)CCO.CCOCC.[C:13]([CH2:17][C:18]([OH:20])=[O:19])(=[O:16])[CH2:14][CH3:15].[N+]([O-])([O-])=O.[Ag+:25]. (6) Given the product [CH:17]([C:14]1[CH:15]=[C:16]2[C:11](=[CH:12][CH:13]=1)[N:10]=[CH:9][C:8]([C:19]#[N:20])=[C:7]2[CH2:1][CH2:2][CH2:3][CH2:4][CH2:5][CH3:6])=[O:18], predict the reactants needed to synthesize it. The reactants are: [CH2:1]([CH:7]1[C:16]2[C:11](=[CH:12][CH:13]=[C:14]([CH2:17][OH:18])[CH:15]=2)[NH:10][CH:9]=[C:8]1[C:19]#[N:20])[CH2:2][CH2:3][CH2:4][CH2:5][CH3:6].